From a dataset of Reaction yield outcomes from USPTO patents with 853,638 reactions. Predict the reaction yield, written as a fraction of the theoretical maximum amount of product (1.0 means a 100% yield; for example, 0.34 means a 34% yield). (1) The reactants are [F:1][C:2]1[CH:17]=[C:16]([N+:18]([O-])=O)[CH:15]=[CH:14][C:3]=1[O:4][C:5]1[C:6]2[NH:13][CH:12]=[CH:11][C:7]=2[N:8]=[CH:9][N:10]=1.[H][H]. The catalyst is CO.Cl[Pd]Cl. The product is [N:8]1[C:7]2[CH:11]=[CH:12][NH:13][C:6]=2[C:5]([O:4][C:3]2[CH:14]=[CH:15][C:16]([NH2:18])=[CH:17][C:2]=2[F:1])=[N:10][CH:9]=1. The yield is 0.720. (2) The reactants are [CH:1]1([CH2:7][NH2:8])[CH2:6][CH2:5][CH2:4][CH2:3][CH2:2]1.[OH-].[Na+].[C:11](Cl)(Cl)=[O:12]. The catalyst is C1(C)C=CC=CC=1. The product is [CH:1]1([CH2:7][NH:8][C:11]([NH:8][CH2:7][CH:1]2[CH2:6][CH2:5][CH2:4][CH2:3][CH2:2]2)=[O:12])[CH2:6][CH2:5][CH2:4][CH2:3][CH2:2]1. The yield is 0.950. (3) The reactants are [F:1][C:2]1[CH:3]=[CH:4][C:5]([O:29][CH3:30])=[C:6]([C:8]([CH3:28])([CH3:27])[CH2:9][C:10]([NH2:26])([CH2:15][C:16]2[C:25]3[C:20](=[CH:21][CH:22]=[CH:23][CH:24]=3)[N:19]=[CH:18][CH:17]=2)[C:11]([F:14])([F:13])[F:12])[CH:7]=1.C=O.[C:33](O)(=O)C.C(O[BH-](OC(=O)C)OC(=O)C)(=O)C.[Na+]. The catalyst is ClC(Cl)C. The product is [F:1][C:2]1[CH:3]=[CH:4][C:5]([O:29][CH3:30])=[C:6]([C:8]([CH3:27])([CH3:28])[CH2:9][C:10]([NH:26][CH3:33])([CH2:15][C:16]2[C:25]3[C:20](=[CH:21][CH:22]=[CH:23][CH:24]=3)[N:19]=[CH:18][CH:17]=2)[C:11]([F:12])([F:14])[F:13])[CH:7]=1. The yield is 0.550. (4) The reactants are [CH3:1][N:2]([CH2:4][CH:5]([C:14]1([OH:20])[CH2:19][CH2:18][CH2:17][CH2:16][CH2:15]1)[C:6]1[CH:7]=[CH:8][C:9]([O:12][CH3:13])=[CH:10][CH:11]=1)[CH3:3].C(OC(C)C)(=O)C.[ClH:28]. No catalyst specified. The product is [CH3:1][N:2]([CH2:4][CH:5]([C:14]1([OH:20])[CH2:19][CH2:18][CH2:17][CH2:16][CH2:15]1)[C:6]1[CH:7]=[CH:8][C:9]([O:12][CH3:13])=[CH:10][CH:11]=1)[CH3:3].[ClH:28]. The yield is 0.880. (5) The reactants are [CH3:1][O:2][CH2:3][C:4]1[C:8]([C:9](OC)=[O:10])=[CH:7][N:6]([C:13]2[CH:18]=[CH:17][CH:16]=[C:15]([O:19][CH3:20])[CH:14]=2)[N:5]=1.[H-].[Al+3].[Li+].[H-].[H-].[H-]. The catalyst is O1CCCC1.C1(C)C=CC=CC=1.[O-2].[O-2].[Mn+4]. The product is [CH3:1][O:2][CH2:3][C:4]1[C:8]([CH:9]=[O:10])=[CH:7][N:6]([C:13]2[CH:18]=[CH:17][CH:16]=[C:15]([O:19][CH3:20])[CH:14]=2)[N:5]=1. The yield is 0.320.